This data is from NCI-60 drug combinations with 297,098 pairs across 59 cell lines. The task is: Regression. Given two drug SMILES strings and cell line genomic features, predict the synergy score measuring deviation from expected non-interaction effect. (1) Drug 1: CCCS(=O)(=O)NC1=C(C(=C(C=C1)F)C(=O)C2=CNC3=C2C=C(C=N3)C4=CC=C(C=C4)Cl)F. Drug 2: CC1=C(C(=CC=C1)Cl)NC(=O)C2=CN=C(S2)NC3=CC(=NC(=N3)C)N4CCN(CC4)CCO. Cell line: HCT-15. Synergy scores: CSS=5.04, Synergy_ZIP=-0.755, Synergy_Bliss=-2.77, Synergy_Loewe=-15.0, Synergy_HSA=-5.10. (2) Drug 1: C1=C(C(=O)NC(=O)N1)N(CCCl)CCCl. Drug 2: C(CCl)NC(=O)N(CCCl)N=O. Cell line: HCT-15. Synergy scores: CSS=25.2, Synergy_ZIP=-3.23, Synergy_Bliss=1.87, Synergy_Loewe=-3.84, Synergy_HSA=1.77. (3) Synergy scores: CSS=65.2, Synergy_ZIP=-1.42, Synergy_Bliss=0.596, Synergy_Loewe=-11.1, Synergy_HSA=1.34. Drug 2: CC1C(C(CC(O1)OC2CC(CC3=C2C(=C4C(=C3O)C(=O)C5=C(C4=O)C(=CC=C5)OC)O)(C(=O)CO)O)N)O.Cl. Cell line: SK-MEL-2. Drug 1: CC(CN1CC(=O)NC(=O)C1)N2CC(=O)NC(=O)C2. (4) Cell line: HL-60(TB). Drug 1: CC1=C(C=C(C=C1)NC2=NC=CC(=N2)N(C)C3=CC4=NN(C(=C4C=C3)C)C)S(=O)(=O)N.Cl. Synergy scores: CSS=-7.96, Synergy_ZIP=13.4, Synergy_Bliss=10.6, Synergy_Loewe=-9.18, Synergy_HSA=-11.4. Drug 2: C1=CN(C=N1)CC(O)(P(=O)(O)O)P(=O)(O)O. (5) Drug 2: CN(C)C1=NC(=NC(=N1)N(C)C)N(C)C. Drug 1: CNC(=O)C1=CC=CC=C1SC2=CC3=C(C=C2)C(=NN3)C=CC4=CC=CC=N4. Cell line: OVCAR-5. Synergy scores: CSS=-6.17, Synergy_ZIP=2.12, Synergy_Bliss=-0.466, Synergy_Loewe=-5.45, Synergy_HSA=-4.72. (6) Drug 1: C1=C(C(=O)NC(=O)N1)F. Drug 2: C1=NC2=C(N1)C(=S)N=CN2. Cell line: HT29. Synergy scores: CSS=51.0, Synergy_ZIP=-6.13, Synergy_Bliss=-6.46, Synergy_Loewe=-3.37, Synergy_HSA=-1.72. (7) Drug 1: CS(=O)(=O)C1=CC(=C(C=C1)C(=O)NC2=CC(=C(C=C2)Cl)C3=CC=CC=N3)Cl. Drug 2: CC1=CC=C(C=C1)C2=CC(=NN2C3=CC=C(C=C3)S(=O)(=O)N)C(F)(F)F. Cell line: M14. Synergy scores: CSS=2.25, Synergy_ZIP=2.79, Synergy_Bliss=7.85, Synergy_Loewe=4.93, Synergy_HSA=4.18. (8) Drug 1: C1C(C(OC1N2C=NC3=C(N=C(N=C32)Cl)N)CO)O. Drug 2: C1=NC(=NC(=O)N1C2C(C(C(O2)CO)O)O)N. Cell line: HCT-15. Synergy scores: CSS=37.9, Synergy_ZIP=-6.31, Synergy_Bliss=0.897, Synergy_Loewe=-7.47, Synergy_HSA=0.972. (9) Drug 1: CC(C1=C(C=CC(=C1Cl)F)Cl)OC2=C(N=CC(=C2)C3=CN(N=C3)C4CCNCC4)N. Drug 2: CC1=C2C(C(=O)C3(C(CC4C(C3C(C(C2(C)C)(CC1OC(=O)C(C(C5=CC=CC=C5)NC(=O)OC(C)(C)C)O)O)OC(=O)C6=CC=CC=C6)(CO4)OC(=O)C)O)C)O. Cell line: MDA-MB-231. Synergy scores: CSS=41.4, Synergy_ZIP=2.53, Synergy_Bliss=6.89, Synergy_Loewe=-22.0, Synergy_HSA=8.27.